This data is from Catalyst prediction with 721,799 reactions and 888 catalyst types from USPTO. The task is: Predict which catalyst facilitates the given reaction. (1) Reactant: [N+:1](=[C:3]1[C:7]([C:8]2[CH:13]=[CH:12][CH:11]=[CH:10][C:9]=2[F:14])=[N:6][N:5]([C:15]2[CH:20]=[CH:19][CH:18]=[CH:17][C:16]=2[F:21])[C:4]1=[O:22])=[N-:2].C(P(CCCC)CCCC)CCC.Cl[CH2:37][C:38]1[CH:43]=[CH:42][C:41]([N:44]2[CH:48]=[CH:47][N:46]=[CH:45]2)=[CH:40][CH:39]=1.[I-].[K+].C(=O)([O-])[O-].[K+].[K+]. Product: [F:14][C:9]1[C:8]2[C:7]3[C:3]([C:4](=[O:22])[N:5]([C:15]4[CH:20]=[CH:19][CH:18]=[CH:17][C:16]=4[F:21])[N:6]=3)=[N:1][N:2]([CH2:37][C:38]3[CH:39]=[CH:40][C:41]([N:44]4[CH:48]=[CH:47][N:46]=[CH:45]4)=[CH:42][CH:43]=3)[C:13]=2[CH:12]=[CH:11][CH:10]=1. The catalyst class is: 47. (2) The catalyst class is: 4. Reactant: [S:1]1[C:5]2[CH:6]=[CH:7][CH:8]=[CH:9][C:4]=2[C:3]([N:10]2[CH2:15][CH2:14][N:13]([CH2:16][CH2:17][C:18]3[CH:19]=[C:20]4[C:24](=[CH:25][CH:26]=3)[CH2:23][CH:22]([NH2:27])[CH2:21]4)[CH2:12][CH2:11]2)=[N:2]1.CN1CCOCC1.[C:35](Cl)(=[O:39])[CH2:36][CH2:37][CH3:38]. Product: [S:1]1[C:5]2[CH:6]=[CH:7][CH:8]=[CH:9][C:4]=2[C:3]([N:10]2[CH2:15][CH2:14][N:13]([CH2:16][CH2:17][C:18]3[CH:19]=[C:20]4[C:24](=[CH:25][CH:26]=3)[CH2:23][CH:22]([NH:27][C:35](=[O:39])[CH2:36][CH2:37][CH3:38])[CH2:21]4)[CH2:12][CH2:11]2)=[N:2]1. (3) Reactant: Cl[C:2]1[C:3]2[C:4](=[CH:15][N:16](CC3C=CC(OC)=CC=3)[N:17]=2)[N:5]=[C:6]([C:8]2[CH:13]=[CH:12][CH:11]=[CH:10][C:9]=2[F:14])[N:7]=1.[O:27]1[CH2:32][CH2:31][N:30]([C:33]2[CH:39]=[CH:38][C:36]([NH2:37])=[CH:35][CH:34]=2)[CH2:29][CH2:28]1.Cl. Product: [F:14][C:9]1[CH:10]=[CH:11][CH:12]=[CH:13][C:8]=1[C:6]1[N:7]=[C:2]([NH:37][C:36]2[CH:35]=[CH:34][C:33]([N:30]3[CH2:31][CH2:32][O:27][CH2:28][CH2:29]3)=[CH:39][CH:38]=2)[C:3]2[NH:17][N:16]=[CH:15][C:4]=2[N:5]=1. The catalyst class is: 71. (4) Reactant: CN(C(ON1N=NC2[CH:12]=[CH:13][CH:14]=[N:15]C1=2)=[N+](C)C)C.F[P-](F)(F)(F)(F)F.CCN(CC)CC.[N:32]1[N:33]([C:41]2[N:62]=[CH:61][CH:60]=[CH:59][C:42]=2[C:43]([NH:45][CH:46]([CH2:52][C:53]2[CH:58]=[CH:57][CH:56]=[CH:55][CH:54]=2)[CH:47]([OH:51])[C:48]([OH:50])=O)=[O:44])[CH:34]=[C:35]2[C:40]=1[CH:39]=[CH:38][CH:37]=[CH:36]2.C1(N)CC1. Product: [CH:14]1([NH:15][C:48](=[O:50])[CH:47]([OH:51])[CH:46]([NH:45][C:43](=[O:44])[C:42]2[CH:59]=[CH:60][CH:61]=[N:62][C:41]=2[N:33]2[CH:34]=[C:35]3[C:40]([CH:39]=[CH:38][CH:37]=[CH:36]3)=[N:32]2)[CH2:52][C:53]2[CH:54]=[CH:55][CH:56]=[CH:57][CH:58]=2)[CH2:12][CH2:13]1. The catalyst class is: 4. (5) Reactant: [CH3:1][O:2][C:3]1[CH:22]=[CH:21][C:6]([C:7]([N:9]2[CH:14]([C:15]([O:17]CC)=[O:16])[CH:13]3[CH2:20][CH:10]2[CH2:11][CH2:12]3)=[O:8])=[CH:5][CH:4]=1.CO.[OH-].[Na+].Cl. Product: [CH3:1][O:2][C:3]1[CH:4]=[CH:5][C:6]([C:7]([N:9]2[CH:14]([C:15]([OH:17])=[O:16])[CH:13]3[CH2:20][CH:10]2[CH2:11][CH2:12]3)=[O:8])=[CH:21][CH:22]=1. The catalyst class is: 7. (6) The catalyst class is: 5. Product: [BrH:1].[NH2:21][C:14]1[N:15]([CH2:16][C:17]([CH3:20])([OH:19])[CH3:18])[C:11]2[C:10]3[CH:9]=[CH:8][CH:7]=[CH:6][C:5]=3[N:4]=[C:3]([NH2:22])[C:12]=2[N:13]=1. Reactant: [BrH:1].Cl[C:3]1[C:12]2[N:13]=[C:14]([NH2:21])[N:15]([CH2:16][C:17]([CH3:20])([OH:19])[CH3:18])[C:11]=2[C:10]2[CH:9]=[CH:8][CH:7]=[CH:6][C:5]=2[N:4]=1.[NH3:22].